Dataset: Catalyst prediction with 721,799 reactions and 888 catalyst types from USPTO. Task: Predict which catalyst facilitates the given reaction. (1) Product: [C:34]([C:31]1[CH:32]=[CH:33][C:28]([CH2:27][O:26][NH:25][C:24]([C:19]2[CH:20]=[CH:21][CH:22]=[CH:23][C:18]=2[NH:17][CH2:16][C:14]2[CH:13]=[CH:12][N:11]=[C:10]([NH:9][C:7](=[O:8])[NH:6][CH2:5][C:4]([OH:37])=[O:3])[CH:15]=2)=[O:36])=[CH:29][CH:30]=1)#[N:35]. The catalyst class is: 5. Reactant: C([O:3][C:4](=[O:37])[CH2:5][NH:6][C:7]([NH:9][C:10]1[CH:15]=[C:14]([CH2:16][NH:17][C:18]2[CH:23]=[CH:22][CH:21]=[CH:20][C:19]=2[C:24](=[O:36])[NH:25][O:26][CH2:27][C:28]2[CH:33]=[CH:32][C:31]([C:34]#[N:35])=[CH:30][CH:29]=2)[CH:13]=[CH:12][N:11]=1)=[O:8])C.[OH-].[Na+].O.Cl. (2) Reactant: [Si:1]([O:8]S(C(F)(F)F)(=O)=O)([C:4]([CH3:7])([CH3:6])[CH3:5])([CH3:3])[CH3:2].O[C@@H:17]1[N:23]([C:24]([O:26][CH2:27][C:28]2[CH:33]=[CH:32][C:31]([NH:34][NH:35][CH:36]([CH3:52])[C:37]([NH:39][CH:40]([CH:49]([CH3:51])[CH3:50])[C:41](=[O:48])[C:42]([O:44][CH2:45][CH:46]=[CH2:47])=[O:43])=[O:38])=[CH:30][CH:29]=2)=[O:25])[C:22]2[CH:53]=[C:54]([O:59][Si:60]([CH:67]([CH3:69])[CH3:68])([CH:64]([CH3:66])[CH3:65])[CH:61]([CH3:63])[CH3:62])[C:55]([O:57][CH3:58])=[CH:56][C:21]=2[C:20](=[O:70])[N:19]2[CH:71]=[C:72]([CH3:74])[CH2:73][C@@H:18]12.N1C(C)=CC=CC=1C. Product: [Si:1]([O:8][C@@H:17]1[N:23]([C:24]([O:26][CH2:27][C:28]2[CH:29]=[CH:30][C:31]([NH:34][NH:35][CH:36]([CH3:52])[C:37]([NH:39][CH:40]([CH:49]([CH3:51])[CH3:50])[C:41](=[O:48])[C:42]([O:44][CH2:45][CH:46]=[CH2:47])=[O:43])=[O:38])=[CH:32][CH:33]=2)=[O:25])[C:22]2[CH:53]=[C:54]([O:59][Si:60]([CH:64]([CH3:66])[CH3:65])([CH:67]([CH3:68])[CH3:69])[CH:61]([CH3:62])[CH3:63])[C:55]([O:57][CH3:58])=[CH:56][C:21]=2[C:20](=[O:70])[N:19]2[CH:71]=[C:72]([CH3:74])[CH2:73][C@@H:18]12)([C:4]([CH3:7])([CH3:6])[CH3:5])([CH3:3])[CH3:2]. The catalyst class is: 4. (3) Reactant: O[CH2:2][C:3]1[CH:4]=[C:5]([NH:9][C:10](=[O:16])[O:11][C:12]([CH3:15])([CH3:14])[CH3:13])[CH:6]=[CH:7][CH:8]=1.[Br:17]C(Br)(Br)Br.N1C=CN=C1. Product: [Br:17][CH2:2][C:3]1[CH:4]=[C:5]([NH:9][C:10](=[O:16])[O:11][C:12]([CH3:15])([CH3:14])[CH3:13])[CH:6]=[CH:7][CH:8]=1. The catalyst class is: 2. (4) Reactant: [CH2:1]([O:8][C:9]([NH:11][C@H:12]1[CH2:17][CH2:16][N:15](C(OC(C)(C)C)=O)[CH2:14][C@H:13]1[F:25])=[O:10])[C:2]1[CH:7]=[CH:6][CH:5]=[CH:4][CH:3]=1.C(O)(C(F)(F)F)=O. Product: [F:25][C@H:13]1[C@@H:12]([NH:11][C:9](=[O:10])[O:8][CH2:1][C:2]2[CH:7]=[CH:6][CH:5]=[CH:4][CH:3]=2)[CH2:17][CH2:16][NH:15][CH2:14]1. The catalyst class is: 2.